Dataset: Reaction yield outcomes from USPTO patents with 853,638 reactions. Task: Predict the reaction yield, written as a fraction of the theoretical maximum amount of product (1.0 means a 100% yield; for example, 0.34 means a 34% yield). The reactants are [C:1](N1C=CC=CC1=O)(N1C=CC=CC1=O)=[S:2].[CH3:17][C:18]1[CH:19]=[C:20]2[C:25](=[C:26]([CH3:28])[CH:27]=1)[CH:24]=[N:23][C:22]([NH2:29])=[CH:21]2. The catalyst is ClCCl. The product is [N:29]([C:22]1[N:23]=[CH:24][C:25]2[C:20]([CH:21]=1)=[CH:19][C:18]([CH3:17])=[CH:27][C:26]=2[CH3:28])=[C:1]=[S:2]. The yield is 0.0800.